Dataset: Peptide-MHC class I binding affinity with 185,985 pairs from IEDB/IMGT. Task: Regression. Given a peptide amino acid sequence and an MHC pseudo amino acid sequence, predict their binding affinity value. This is MHC class I binding data. (1) The peptide sequence is PSSDVVAEY. The MHC is HLA-A31:01 with pseudo-sequence HLA-A31:01. The binding affinity (normalized) is 0.0399. (2) The peptide sequence is SPRPAPGAA. The MHC is HLA-B07:02 with pseudo-sequence HLA-B07:02. The binding affinity (normalized) is 1.00.